The task is: Predict the reaction yield, written as a fraction of the theoretical maximum amount of product (1.0 means a 100% yield; for example, 0.34 means a 34% yield).. This data is from Reaction yield outcomes from USPTO patents with 853,638 reactions. (1) The product is [CH:13]([O:16][C:17]1[CH:18]=[CH:19][C:20]([N:23]2[C:28](=[O:29])[C:27]([CH2:30][C:31]3[CH:36]=[CH:35][C:34]([C:37]4[CH:42]=[CH:41][CH:40]=[CH:39][C:38]=4[C:43]4[NH:3][C:4](=[O:7])[O:5][N:44]=4)=[CH:33][CH:32]=3)=[C:26]([CH2:45][CH2:46][CH3:47])[N:25]=[C:24]2[O:48][CH3:49])=[CH:21][CH:22]=1)([CH3:15])[CH3:14]. The reactants are [Cl-].O[NH3+:3].[C:4](=[O:7])([O-])[OH:5].[Na+].CS(C)=O.[CH:13]([O:16][C:17]1[CH:22]=[CH:21][C:20]([N:23]2[C:28](=[O:29])[C:27]([CH2:30][C:31]3[CH:36]=[CH:35][C:34]([C:37]4[C:38]([C:43]#[N:44])=[CH:39][CH:40]=[CH:41][CH:42]=4)=[CH:33][CH:32]=3)=[C:26]([CH2:45][CH2:46][CH3:47])[N:25]=[C:24]2[O:48][CH3:49])=[CH:19][CH:18]=1)([CH3:15])[CH3:14]. The yield is 0.330. The catalyst is O. (2) The reactants are Br[C:2]1[CH:7]=[CH:6][C:5]([C:8]([F:11])([F:10])[F:9])=[CH:4][N:3]=1.C([O-])([O-])=O.[K+].[K+].[CH:18]1([NH2:22])[CH2:21][CH2:20][CH2:19]1. The catalyst is CS(C)=O.O. The product is [CH:18]1([NH:22][C:2]2[CH:7]=[CH:6][C:5]([C:8]([F:11])([F:10])[F:9])=[CH:4][N:3]=2)[CH2:21][CH2:20][CH2:19]1. The yield is 0.840. (3) The reactants are [CH3:1][N:2]1[C:7](=[O:8])[C:6]([NH:9][C:10]2[CH:15]=[CH:14][C:13]([N:16]3[CH2:21][CH2:20][N:19]([CH:22]4[CH2:25][O:24][CH2:23]4)[CH2:18][CH2:17]3)=[CH:12][N:11]=2)=[CH:5][C:4]([C:26]2[CH:27]=[N:28][CH:29]=[C:30]([N:34]3[C:46](=[O:47])[C:45]4[S:44][C:43]5[CH2:42][CH2:41][CH2:40][CH2:39][C:38]=5[C:37]=4[CH:36]=[N:35]3)[C:31]=2[CH:32]=[O:33])=[CH:3]1.[BH4-].[Na+]. The catalyst is CO. The product is [OH:33][CH2:32][C:31]1[C:30]([N:34]2[C:46](=[O:47])[C:45]3[S:44][C:43]4[CH2:42][CH2:41][CH2:40][CH2:39][C:38]=4[C:37]=3[CH:36]=[N:35]2)=[CH:29][N:28]=[CH:27][C:26]=1[C:4]1[CH:5]=[C:6]([NH:9][C:10]2[CH:15]=[CH:14][C:13]([N:16]3[CH2:17][CH2:18][N:19]([CH:22]4[CH2:25][O:24][CH2:23]4)[CH2:20][CH2:21]3)=[CH:12][N:11]=2)[C:7](=[O:8])[N:2]([CH3:1])[CH:3]=1. The yield is 0.280. (4) The reactants are [C:1]([C:5]1[O:9][N:8]=[C:7]([NH:10][C:11]([NH:13][C:14]2[CH:19]=[CH:18][CH:17]=[C:16]([O:20][C:21]3[C:30]4[C:25](=[CH:26][C:27]([O:35][CH3:36])=[C:28]([O:31][CH2:32][CH2:33]Cl)[CH:29]=4)[N:24]=[CH:23][N:22]=3)[CH:15]=2)=[O:12])[CH:6]=1)([CH3:4])([CH3:3])[CH3:2].[NH:37]1[CH2:42][CH2:41][CH:40]([CH2:43][OH:44])[CH2:39][CH2:38]1. No catalyst specified. The product is [C:1]([C:5]1[O:9][N:8]=[C:7]([NH:10][C:11]([NH:13][C:14]2[CH:19]=[CH:18][CH:17]=[C:16]([O:20][C:21]3[C:30]4[C:25](=[CH:26][C:27]([O:35][CH3:36])=[C:28]([O:31][CH2:32][CH2:33][N:37]5[CH2:42][CH2:41][CH:40]([CH2:43][OH:44])[CH2:39][CH2:38]5)[CH:29]=4)[N:24]=[CH:23][N:22]=3)[CH:15]=2)=[O:12])[CH:6]=1)([CH3:4])([CH3:3])[CH3:2]. The yield is 0.160.